This data is from Catalyst prediction with 721,799 reactions and 888 catalyst types from USPTO. The task is: Predict which catalyst facilitates the given reaction. (1) Reactant: [OH:1][C:2]1[CH:3]=[C:4]2[C:9](=[CH:10][C:11]=1[CH3:12])[N:8]=[CH:7][N:6]=[CH:5]2.Cl[C:14]1[C:23]2[C:18](=[CH:19][C:20]([O:26][CH3:27])=[C:21]([O:24][CH3:25])[CH:22]=2)[N:17]=[CH:16][CH:15]=1.O. Product: [CH3:25][O:24][C:21]1[CH:22]=[C:23]2[C:18](=[CH:19][C:20]=1[O:26][CH3:27])[N:17]=[CH:16][CH:15]=[C:14]2[O:1][C:2]1[CH:3]=[C:4]2[C:9](=[CH:10][C:11]=1[CH3:12])[N:8]=[CH:7][N:6]=[CH:5]2. The catalyst class is: 420. (2) Reactant: N1C=CC=CC=1.[CH2:7]([S:19](Cl)(=[O:21])=[O:20])[CH2:8][CH2:9][CH2:10][CH2:11][CH2:12][CH2:13][CH2:14][CH2:15][CH2:16][CH2:17][CH3:18].[NH2:23][C:24]1[CH:25]=[C:26]([CH:38]=[CH:39][C:40]=1[O:41][CH3:42])[C:27]([NH:29][C:30]1[CH:35]=[CH:34][C:33]([Cl:36])=[C:32]([Cl:37])[CH:31]=1)=[O:28].Cl. Product: [CH2:7]([S:19]([NH:23][C:24]1[CH:25]=[C:26]([CH:38]=[CH:39][C:40]=1[O:41][CH3:42])[C:27]([NH:29][C:30]1[CH:35]=[CH:34][C:33]([Cl:36])=[C:32]([Cl:37])[CH:31]=1)=[O:28])(=[O:21])=[O:20])[CH2:8][CH2:9][CH2:10][CH2:11][CH2:12][CH2:13][CH2:14][CH2:15][CH2:16][CH2:17][CH3:18]. The catalyst class is: 6. (3) Reactant: CS[C:3]1[N:8]=[C:7](/[CH:9]=[C:10]2/[C:11](=[O:16])[NH:12][C:13](=[O:15])[S:14]/2)[CH:6]=[CH:5][N:4]=1.O[O:18][S:19]([O-:21])=O.[K+].[CH2:23]1COCC1. Product: [CH3:23][S:19]([C:3]1[N:8]=[C:7](/[CH:9]=[C:10]2/[C:11](=[O:16])[NH:12][C:13](=[O:15])[S:14]/2)[CH:6]=[CH:5][N:4]=1)(=[O:21])=[O:18]. The catalyst class is: 6. (4) Reactant: [Cl:1][C:2]1[C:18]([C:19]2([C:22]#[N:23])[CH2:21][CH2:20]2)=[CH:17][CH:16]=[CH:15][C:3]=1[C:4]([NH:6][C:7]1[CH:12]=[C:11]([OH:13])[CH:10]=[CH:9][C:8]=1[F:14])=[O:5].Cl[C:25]1[CH:30]=[CH:29][C:28]([N+:31]([O-:33])=[O:32])=[CH:27][N:26]=1.C(=O)([O-])[O-].[K+].[K+].O. Product: [Cl:1][C:2]1[C:18]([C:19]2([C:22]#[N:23])[CH2:21][CH2:20]2)=[CH:17][CH:16]=[CH:15][C:3]=1[C:4]([NH:6][C:7]1[CH:12]=[C:11]([O:13][C:25]2[CH:30]=[CH:29][C:28]([N+:31]([O-:33])=[O:32])=[CH:27][N:26]=2)[CH:10]=[CH:9][C:8]=1[F:14])=[O:5]. The catalyst class is: 9. (5) The catalyst class is: 98. Reactant: [O:1]=[C:2]1[NH:6][C:5](=[O:7])[CH:4]([CH2:8][C:9]2[CH:33]=[CH:32][C:12]([O:13][C:14]3[CH:19]=[CH:18][C:17]([C:20](=[CH:24][C:25]4[CH:30]=[CH:29][C:28]([CH3:31])=[CH:27][CH:26]=4)[C:21]([OH:23])=[O:22])=[CH:16][CH:15]=3)=[CH:11][CH:10]=2)[S:3]1.F[P-](F)(F)(F)(F)F.N1(O[P+](N(C)C)(N(C)C)N(C)C)C2C=CC=C[C:44]=2N=N1.C(N(CC)CC)C.C[O-].[Na+].Cl. Product: [CH3:44][O:22][C:21](=[O:23])[C:20]([C:17]1[CH:16]=[CH:15][C:14]([O:13][C:12]2[CH:11]=[CH:10][C:9]([CH2:8][CH:4]3[S:3][C:2](=[O:1])[NH:6][C:5]3=[O:7])=[CH:33][CH:32]=2)=[CH:19][CH:18]=1)=[CH:24][C:25]1[CH:26]=[CH:27][C:28]([CH3:31])=[CH:29][CH:30]=1. (6) Reactant: [Cl:1][C:2]1[N:3]=[CH:4][CH:5]=[C:6]2[CH:10]=[CH:9][NH:8][C:7]=12.[I:11]N1C(=O)CCC1=O. The catalyst class is: 10. Product: [Cl:1][C:2]1[N:3]=[CH:4][CH:5]=[C:6]2[C:10]([I:11])=[CH:9][NH:8][C:7]=12. (7) Reactant: Br[C:2]1[N:7]=[C:6]([C:8]([O:10][CH3:11])=[O:9])[C:5](Cl)=[N:4][CH:3]=1.[CH3:13][C:14]1[CH:15]=[N:16][CH:17]=[C:18](B(O)O)[CH:19]=1.C([O-])([O-])=O.[Cs+].[Cs+].O.[C:30]1(B(O)O)[CH:35]=[CH:34][CH:33]=[CH:32][CH:31]=1. Product: [CH3:13][C:14]1[CH:19]=[C:18]([C:2]2[N:7]=[C:6]([C:8]([O:10][CH3:11])=[O:9])[C:5]([C:30]3[CH:35]=[CH:34][CH:33]=[CH:32][CH:31]=3)=[N:4][CH:3]=2)[CH:17]=[N:16][CH:15]=1. The catalyst class is: 151. (8) Reactant: C1(P(=O)(C2C=CC=CC=2)C2C=CC=CC=2)C=CC=CC=1.FC(F)(F)S(OS(C(F)(F)F)(=O)=O)(=O)=O.[CH3:36][C:37]1[C:45]([CH3:46])=[CH:44][C:43]([NH:47][S:48]([C:51]2[S:52][CH:53]=[CH:54][CH:55]=2)(=[O:50])=[O:49])=[C:42]2[C:38]=1[CH:39]=[C:40]([C:56]([NH:58][CH2:59][CH2:60][S:61]C(C1C=CC=CC=1)(C1C=CC=CC=1)C1C=CC=CC=1)=O)[NH:41]2.C(=O)([O-])O.[Na+]. Product: [S:61]1[CH2:60][CH2:59][N:58]=[C:56]1[C:40]1[NH:41][C:42]2[C:38]([CH:39]=1)=[C:37]([CH3:36])[C:45]([CH3:46])=[CH:44][C:43]=2[NH:47][S:48]([C:51]1[S:52][CH:53]=[CH:54][CH:55]=1)(=[O:49])=[O:50]. The catalyst class is: 4.